Dataset: Full USPTO retrosynthesis dataset with 1.9M reactions from patents (1976-2016). Task: Predict the reactants needed to synthesize the given product. (1) Given the product [F:18][C@H:16]1[CH2:15][N:14]([C:19](=[O:29])[C@@H:20]([NH:24][C:25](=[O:28])[O:26][CH3:27])[CH:21]([CH3:23])[CH3:22])[C@H:13]([C:11]2[NH:12][C:8]([C:5]3[CH:6]=[CH:7][C:2]([B:33]4[O:34][C:35]([CH3:37])([CH3:36])[C:31]([CH3:47])([CH3:30])[O:32]4)=[CH:3][CH:4]=3)=[CH:9][N:10]=2)[CH2:17]1, predict the reactants needed to synthesize it. The reactants are: Br[C:2]1[CH:7]=[CH:6][C:5]([C:8]2[NH:12][C:11]([C@@H:13]3[CH2:17][C@@H:16]([F:18])[CH2:15][N:14]3[C:19](=[O:29])[C@@H:20]([NH:24][C:25](=[O:28])[O:26][CH3:27])[CH:21]([CH3:23])[CH3:22])=[N:10][CH:9]=2)=[CH:4][CH:3]=1.[CH3:30][C:31]1([CH3:47])[C:35]([CH3:37])([CH3:36])[O:34][B:33]([B:33]2[O:34][C:35]([CH3:37])([CH3:36])[C:31]([CH3:47])([CH3:30])[O:32]2)[O:32]1.C([O-])(=O)C.[K+]. (2) Given the product [CH3:5][N:4]([CH2:6][C:7]1[CH:8]=[CH:9][C:10]([O:14][CH2:15][CH3:16])=[C:11]([NH:12][C:31]([C@H:30]([NH:29][C:27]([N:26]2[CH2:25][CH2:24][N:17]([C:18]3[CH:23]=[CH:22][CH:21]=[CH:20][CH:19]=3)[C:46](=[O:48])[CH2:45]2)=[O:28])[C@H:34]([C:36]2[C:44]3[C:39](=[CH:40][CH:41]=[CH:42][CH:43]=3)[NH:38][CH:37]=2)[CH3:35])=[O:32])[CH:13]=1)[CH3:3], predict the reactants needed to synthesize it. The reactants are: Cl.Cl.[CH3:3][N:4]([CH2:6][C:7]1[CH:8]=[CH:9][C:10]([O:14][CH2:15][CH3:16])=[C:11]([CH:13]=1)[NH2:12])[CH3:5].[NH:17]([CH2:24][CH2:25][N:26]([CH2:45][C:46]([OH:48])=O)[C:27]([NH:29][C@H:30]([C@H:34]([C:36]1[C:44]2[C:39](=[CH:40][CH:41]=[CH:42][CH:43]=2)[NH:38][CH:37]=1)[CH3:35])[C:31](O)=[O:32])=[O:28])[C:18]1[CH:23]=[CH:22][CH:21]=[CH:20][CH:19]=1.CCN=C=NCCCN(C)C.C1C=CC2N(O)N=NC=2C=1.C(=O)([O-])O.[Na+]. (3) Given the product [Cl:1][C:2]1[CH:7]=[CH:6][CH:5]=[C:4]([CH:8]([CH3:13])[CH2:9][N+:10]([O-:12])=[O:11])[CH:3]=1, predict the reactants needed to synthesize it. The reactants are: [Cl:1][C:2]1[CH:7]=[CH:6][CH:5]=[C:4]([CH:8]=[CH:9][N+:10]([O-:12])=[O:11])[CH:3]=1.[CH3:13][Mg+].[Br-].Cl.